Task: Predict the reaction yield, written as a fraction of the theoretical maximum amount of product (1.0 means a 100% yield; for example, 0.34 means a 34% yield).. Dataset: Reaction yield outcomes from USPTO patents with 853,638 reactions (1) The reactants are [Cl-].[NH4+].C(O)(=O)C.[Br:7][C:8]1[CH:13]=[CH:12][C:11]([NH:14][C:15](=[O:18])[CH2:16][Cl:17])=[C:10]([N+:19]([O-])=O)[CH:9]=1.C(=O)([O-])[O-].[Na+].[Na+]. The catalyst is O.CN(C=O)C. The product is [NH2:19][C:10]1[CH:9]=[C:8]([Br:7])[CH:13]=[CH:12][C:11]=1[NH:14][C:15](=[O:18])[CH2:16][Cl:17]. The yield is 0.430. (2) The reactants are [CH3:1][O:2][C:3]1[C:4](B(O)O)=[CH:5][C:6]2[C:11]([CH:12]=1)=[CH:10][CH:9]=[CH:8][CH:7]=2.[F:16][C:17]1[CH:22]=[CH:21][CH:20]=[CH:19][C:18]=1Br.C(=O)([O-])[O-].[Na+].[Na+]. The catalyst is COCCOC. The product is [CH3:1][O:2][C:3]1[C:4]([C:18]2[CH:19]=[CH:20][CH:21]=[CH:22][C:17]=2[F:16])=[CH:5][C:6]2[C:11](=[CH:10][CH:9]=[CH:8][CH:7]=2)[CH:12]=1. The yield is 0.750. (3) The reactants are [NH2:1][C:2]1[N:6]([C:7]2[CH:8]=[C:9]([OH:14])[CH:10]=[C:11]([Cl:13])[CH:12]=2)[N:5]=[C:4]([C:15]([CH3:18])([CH3:17])[CH3:16])[CH:3]=1.N1C=CN=C1.[C:24]([Si:28]([CH3:31])([CH3:30])Cl)([CH3:27])([CH3:26])[CH3:25]. The catalyst is CN(C=O)C.O. The product is [C:15]([C:4]1[CH:3]=[C:2]([NH2:1])[N:6]([C:7]2[CH:12]=[C:11]([Cl:13])[CH:10]=[C:9]([O:14][Si:28]([C:24]([CH3:27])([CH3:26])[CH3:25])([CH3:31])[CH3:30])[CH:8]=2)[N:5]=1)([CH3:18])([CH3:17])[CH3:16]. The yield is 0.940. (4) The catalyst is C1COCC1. The reactants are Br[C:2]1[CH:7]=[C:6]([O:8][CH3:9])[CH:5]=[C:4]([O:10][CH3:11])[CH:3]=1.C([Li])CCC.[C:17](OCC)(=[O:23])[C:18]([O:20][CH2:21][CH3:22])=[O:19]. The product is [CH3:11][O:10][C:4]1[CH:3]=[C:2]([C:17](=[O:23])[C:18]([O:20][CH2:21][CH3:22])=[O:19])[CH:7]=[C:6]([O:8][CH3:9])[CH:5]=1. The yield is 0.710. (5) The reactants are [CH2:1]([N:4]([CH:12]([C:33]1[CH:38]=[CH:37][C:36]([O:39][C:40](=[O:44])[N:41]([CH3:43])[CH3:42])=[CH:35][C:34]=1C=C)[CH2:13][CH2:14][O:15][Si:16]([C:29]([CH3:32])([CH3:31])[CH3:30])([C:23]1[CH:28]=[CH:27][CH:26]=[CH:25][CH:24]=1)[C:17]1[CH:22]=[CH:21][CH:20]=[CH:19][CH:18]=1)[C:5](=[O:11])[O:6][C:7]([CH3:10])([CH3:9])[CH3:8])[CH:2]=[CH2:3]. The catalyst is ClCCl.CC1C=C(C)C(N2[CH-]N(C3C(C)=CC(C)=CC=3C)CC2)=C(C)C=1.C1CCC([PH+](C2CCCCC2)C2CCCCC2)CC1.C1C=CC(C=[Ru](Cl)Cl)=CC=1. The product is [C:29]([Si:16]([C:23]1[CH:24]=[CH:25][CH:26]=[CH:27][CH:28]=1)([C:17]1[CH:22]=[CH:21][CH:20]=[CH:19][CH:18]=1)[O:15][CH2:14][CH2:13][CH:12]1[C:33]2[CH:34]=[CH:35][C:36]([O:39][C:40](=[O:44])[N:41]([CH3:42])[CH3:43])=[CH:37][C:38]=2[CH:3]=[CH:2][CH2:1][N:4]1[C:5]([O:6][C:7]([CH3:8])([CH3:10])[CH3:9])=[O:11])([CH3:31])([CH3:30])[CH3:32]. The yield is 0.960. (6) The reactants are [CH3:1][C:2]1[N:3]([S:9]([C:12]2[CH:13]=[N:14][CH:15]=[CH:16][CH:17]=2)(=[O:11])=[O:10])[CH:4]=[CH:5][C:6]=1[CH:7]=[O:8].[Br:18]N1C(=O)CCC1=O.O. The catalyst is CN(C)C=O. The product is [Br:18][C:4]1[N:3]([S:9]([C:12]2[CH:13]=[N:14][CH:15]=[CH:16][CH:17]=2)(=[O:10])=[O:11])[C:2]([CH3:1])=[C:6]([CH:7]=[O:8])[CH:5]=1. The yield is 0.530.